This data is from Forward reaction prediction with 1.9M reactions from USPTO patents (1976-2016). The task is: Predict the product of the given reaction. (1) Given the reactants [Br:1][C:2](=[C:16]1[CH2:21][CH2:20][N:19]([CH2:22][CH2:23][CH2:24][CH3:25])[CH2:18][CH2:17]1)[C:3]1[CH:15]=[CH:14][C:6]([C:7]([N:9]([CH2:12][CH3:13])[CH2:10][CH3:11])=[O:8])=[CH:5][CH:4]=1.C(OC([N:33]1CCC(=C(Br)C2C=CC(C(=O)N(CC)CC)=CC=2)[CH2:35][CH2:34]1)=O)(C)(C)C.N1C=CC=CC=1C=O, predict the reaction product. The product is: [Br:1][C:2](=[C:16]1[CH2:17][CH2:18][N:19]([CH2:22][C:23]2[CH:24]=[CH:25][CH:35]=[CH:34][N:33]=2)[CH2:20][CH2:21]1)[C:3]1[CH:4]=[CH:5][C:6]([C:7]([N:9]([CH2:10][CH3:11])[CH2:12][CH3:13])=[O:8])=[CH:14][CH:15]=1. (2) Given the reactants [OH:1][C@@H:2]1[C@H:6]([OH:7])[C@@H:5]([CH2:8][OH:9])[O:4][C@H:3]1[N:10]1[CH:18]=[N:17][C:16]2[C:11]1=[N:12][C:13]([C:34](OC)=[O:35])=[N:14][C:15]=2[NH:19][CH2:20][CH:21]([C:28]1[CH:33]=[CH:32][CH:31]=[CH:30][CH:29]=1)[C:22]1[CH:27]=[CH:26][CH:25]=[CH:24][CH:23]=1.[CH3:38][N:39]([CH3:43])[CH2:40][CH2:41][NH2:42], predict the reaction product. The product is: [OH:1][C@@H:2]1[C@H:6]([OH:7])[C@@H:5]([CH2:8][OH:9])[O:4][C@H:3]1[N:10]1[CH:18]=[N:17][C:16]2[C:11]1=[N:12][C:13]([C:34]([NH:42][CH2:41][CH2:40][N:39]([CH3:43])[CH3:38])=[O:35])=[N:14][C:15]=2[NH:19][CH2:20][CH:21]([C:28]1[CH:33]=[CH:32][CH:31]=[CH:30][CH:29]=1)[C:22]1[CH:27]=[CH:26][CH:25]=[CH:24][CH:23]=1.